This data is from Full USPTO retrosynthesis dataset with 1.9M reactions from patents (1976-2016). The task is: Predict the reactants needed to synthesize the given product. Given the product [F:1][C:2]1[CH:7]=[C:6]([F:8])[C:5]([C:9]2[C:18]3[C:13](=[CH:14][C:15]([N:19]4[CH2:20][CH2:21][O:22][CH2:23][CH2:24]4)=[CH:16][CH:17]=3)[N:12]=[CH:11][N:10]=2)=[CH:4][C:3]=1[CH:25]([C:29]1[C:34]([O:35][CH3:36])=[N:33][CH:32]=[CH:31][N:30]=1)[C:26]#[N:27], predict the reactants needed to synthesize it. The reactants are: [F:1][C:2]1[CH:7]=[C:6]([F:8])[C:5]([C:9]2[C:18]3[C:13](=[CH:14][C:15]([N:19]4[CH2:24][CH2:23][O:22][CH2:21][CH2:20]4)=[CH:16][CH:17]=3)[N:12]=[CH:11][N:10]=2)=[CH:4][C:3]=1[CH2:25][C:26]#[N:27].Cl[C:29]1[C:34]([O:35][CH3:36])=[N:33][CH:32]=[CH:31][N:30]=1.CC(C)([O-])C.[K+].[NH4+].[Cl-].